Dataset: Forward reaction prediction with 1.9M reactions from USPTO patents (1976-2016). Task: Predict the product of the given reaction. (1) Given the reactants [NH3:1].[CH3:2][C:3]([CH3:12])([CH3:11])[CH2:4][CH2:5][CH2:6][S:7](Cl)(=[O:9])=[O:8], predict the reaction product. The product is: [CH3:2][C:3]([CH3:12])([CH3:11])[CH2:4][CH2:5][CH2:6][S:7]([NH2:1])(=[O:9])=[O:8]. (2) The product is: [CH:14]([C:11]1[CH:12]=[CH:13][C:8]([C:7]([C:6]2[C@@H:5]([C:18]3[CH:23]=[CH:22][C:21]([O:24][C:25]([F:26])([F:28])[F:27])=[CH:20][CH:19]=3)[N:4]([C:29]3[N:30]=[N:31][C:32]([CH3:35])=[CH:33][CH:34]=3)[C:3](=[O:36])[C:2]=2[NH:41][S:38]([CH3:37])(=[O:40])=[O:39])=[O:17])=[CH:9][CH:10]=1)([CH3:16])[CH3:15]. Given the reactants Cl[C:2]1[C:3](=[O:36])[N:4]([C:29]2[N:30]=[N:31][C:32]([CH3:35])=[CH:33][CH:34]=2)[C@H:5]([C:18]2[CH:23]=[CH:22][C:21]([O:24][C:25]([F:28])([F:27])[F:26])=[CH:20][CH:19]=2)[C:6]=1[C:7](=[O:17])[C:8]1[CH:13]=[CH:12][C:11]([CH:14]([CH3:16])[CH3:15])=[CH:10][CH:9]=1.[CH3:37][S:38]([NH2:41])(=[O:40])=[O:39], predict the reaction product.